This data is from Catalyst prediction with 721,799 reactions and 888 catalyst types from USPTO. The task is: Predict which catalyst facilitates the given reaction. Product: [C:20]([O:19][C:17]([N:1]1[CH2:6][CH2:5][O:4][CH2:3][CH:2]1[C:7]([OH:9])=[O:8])=[O:18])([CH3:23])([CH3:22])[CH3:21]. Reactant: [NH:1]1[CH2:6][CH2:5][O:4][CH2:3][CH:2]1[C:7]([OH:9])=[O:8].C(N(CC)CC)C.[C:17](O[C:17]([O:19][C:20]([CH3:23])([CH3:22])[CH3:21])=[O:18])([O:19][C:20]([CH3:23])([CH3:22])[CH3:21])=[O:18].C([O-])(O)=O.[Na+]. The catalyst class is: 191.